This data is from Catalyst prediction with 721,799 reactions and 888 catalyst types from USPTO. The task is: Predict which catalyst facilitates the given reaction. (1) Reactant: [CH3:1][O:2][C:3]1[CH:4]=[CH:5][C:6]2[N:11]=[N:10][C:9](=[O:12])[N:8]([CH2:13][CH:14]=O)[C:7]=2[CH:16]=1.[NH:17]1[CH2:22][CH2:21][CH:20]([NH:23][C:24](=[O:30])[O:25][C:26]([CH3:29])([CH3:28])[CH3:27])[CH2:19][CH2:18]1.[BH-](OC(C)=O)(OC(C)=O)OC(C)=O.[Na+].C([O-])(O)=O.[Na+]. Product: [CH3:1][O:2][C:3]1[CH:4]=[CH:5][C:6]2[N:11]=[N:10][C:9](=[O:12])[N:8]([CH2:13][CH2:14][N:17]3[CH2:18][CH2:19][CH:20]([NH:23][C:24](=[O:30])[O:25][C:26]([CH3:28])([CH3:27])[CH3:29])[CH2:21][CH2:22]3)[C:7]=2[CH:16]=1. The catalyst class is: 147. (2) Reactant: [NH:1]1[CH2:5][CH2:4][CH2:3][CH2:2]1.[Cl:6][C:7]1[CH:14]=[C:13]([OH:15])[C:12]([Cl:16])=[CH:11][C:8]=1[CH:9]=O.C(O[BH-](OC(=O)C)OC(=O)C)(=O)C.[Na+].O. Product: [Cl:16][C:12]1[CH:11]=[C:8]([CH2:9][N:1]2[CH2:5][CH2:4][CH2:3][CH2:2]2)[C:7]([Cl:6])=[CH:14][C:13]=1[OH:15]. The catalyst class is: 4. (3) Reactant: Cl.C(N=C=NCCCN(C)C)C.OC1C2N=NNC=2C=CC=1.[Cl:23][C:24]1[CH:25]=[C:26]([CH:30]=[CH:31][C:32]=1[O:33][CH:34]([CH3:36])[CH3:35])[C:27]([OH:29])=O.O[NH:38][C:39]([C:41]1[C:42]2[CH:43]=[CH:44][NH:45][C:46](=[O:51])[C:47]=2[CH:48]=[CH:49][CH:50]=1)=[NH:40]. Product: [Cl:23][C:24]1[CH:25]=[C:26]([C:27]2[O:29][N:40]=[C:39]([C:41]3[CH:50]=[CH:49][CH:48]=[C:47]4[C:42]=3[CH:43]=[CH:44][NH:45][C:46]4=[O:51])[N:38]=2)[CH:30]=[CH:31][C:32]=1[O:33][CH:34]([CH3:36])[CH3:35]. The catalyst class is: 3. (4) Reactant: Cl[CH2:2][CH2:3][N:4]1[CH2:9][CH:8]([CH3:10])[S:7](=[O:12])(=[O:11])[CH:6]([CH3:13])[CH2:5]1.[NH2:14][C@:15]12[CH2:58][CH2:57][C@@H:56]([C:59]([CH3:61])=[CH2:60])[C@@H:16]1[C@@H:17]1[C@@:30]([CH3:33])([CH2:31][CH2:32]2)[C@@:29]2([CH3:34])[C@@H:20]([C@:21]3([CH3:55])[C@@H:26]([CH2:27][CH2:28]2)[C:25]([CH3:36])([CH3:35])[C:24]([C:37]2[CH2:42][CH2:41][C@:40]([CH2:53][F:54])([C:43]([O:45]CC4C=CC=CC=4)=[O:44])[CH2:39][CH:38]=2)=[CH:23][CH2:22]3)[CH2:19][CH2:18]1.[I-].[K+].P([O-])([O-])([O-])=O.[K+].[K+].[K+].[OH-].[Na+]. Product: [CH3:10][CH:8]1[CH2:9][N:4]([CH2:3][CH2:2][NH:14][C@:15]23[CH2:58][CH2:57][C@@H:56]([C:59]([CH3:61])=[CH2:60])[C@@H:16]2[C@@H:17]2[C@@:30]([CH3:33])([CH2:31][CH2:32]3)[C@@:29]3([CH3:34])[C@@H:20]([C@:21]4([CH3:55])[C@@H:26]([CH2:27][CH2:28]3)[C:25]([CH3:35])([CH3:36])[C:24]([C:37]3[CH2:42][CH2:41][C@:40]([CH2:53][F:54])([C:43]([OH:45])=[O:44])[CH2:39][CH:38]=3)=[CH:23][CH2:22]4)[CH2:19][CH2:18]2)[CH2:5][CH:6]([CH3:13])[S:7]1(=[O:12])=[O:11]. The catalyst class is: 10. (5) Product: [Br:8][C:4]1[N:3]=[C:2]([N:9]2[CH2:13][CH2:12][CH:11]([OH:14])[CH2:10]2)[CH:7]=[CH:6][CH:5]=1. Reactant: Br[C:2]1[CH:7]=[CH:6][CH:5]=[C:4]([Br:8])[N:3]=1.[NH:9]1[CH2:13][CH2:12][CH:11]([OH:14])[CH2:10]1.CCCCCCC=CCCC. The catalyst class is: 56. (6) Reactant: [F:1][C:2]1[CH:7]=[CH:6][CH:5]=[CH:4][C:3]=1[N:8]1[C:16]2[C:11](=[C:12]([N:17]3[CH2:21][CH2:20][N:19]([CH2:22][C:23](O)=[O:24])[C:18]3=[O:26])[CH:13]=[CH:14][CH:15]=2)[CH:10]=[N:9]1.Cl.[C@H:28]12[CH2:34][C@H:31]([NH:32][CH2:33]1)[CH2:30][O:29]2.C(N(C(C)C)C(C)C)C.CN(C(ON1N=NC2C=CC=NC1=2)=[N+](C)C)C.F[P-](F)(F)(F)(F)F. Product: [F:1][C:2]1[CH:7]=[CH:6][CH:5]=[CH:4][C:3]=1[N:8]1[C:16]2[C:11](=[C:12]([N:17]3[CH2:21][CH2:20][N:19]([CH2:22][C:23]([N:32]4[CH2:33][C@@H:28]5[CH2:34][C@H:31]4[CH2:30][O:29]5)=[O:24])[C:18]3=[O:26])[CH:13]=[CH:14][CH:15]=2)[CH:10]=[N:9]1. The catalyst class is: 7. (7) Reactant: [Br:1][C:2]1[CH:3]=[CH:4][C:5]([Cl:10])=[C:6]([O:8]C)[CH:7]=1.O.[Cl-].[Na+]. Product: [Br:1][C:2]1[CH:3]=[CH:4][C:5]([Cl:10])=[C:6]([OH:8])[CH:7]=1. The catalyst class is: 4. (8) Reactant: C(Cl)(=O)C(Cl)=O.[CH3:7][N:8]1[C:13](=[O:14])[C:12]2[C:15]([C:25]([OH:27])=O)=[C:16]([CH2:18][C:19]3[CH:24]=[CH:23][CH:22]=[CH:21][CH:20]=3)[S:17][C:11]=2[N:10]([CH2:28][CH:29]([CH3:31])[CH3:30])[C:9]1=[O:32].[CH3:33][N:34](C)[CH:35]=O. Product: [CH3:7][N:8]1[C:13](=[O:14])[C:12]2[C:15]([C:25]([N:34]([CH3:35])[CH3:33])=[O:27])=[C:16]([CH2:18][C:19]3[CH:24]=[CH:23][CH:22]=[CH:21][CH:20]=3)[S:17][C:11]=2[N:10]([CH2:28][CH:29]([CH3:30])[CH3:31])[C:9]1=[O:32]. The catalyst class is: 4. (9) The catalyst class is: 5. Reactant: [CH3:1][CH:2]([C:7](=O)[CH2:8][O:9][CH3:10])[C:3](OC)=[O:4].C(O)(=O)C.[CH:16]([NH2:18])=[NH:17].C[O-].[Na+]. Product: [CH3:1][C:2]1[C:3]([OH:4])=[N:17][CH:16]=[N:18][C:7]=1[CH2:8][O:9][CH3:10].